Dataset: Catalyst prediction with 721,799 reactions and 888 catalyst types from USPTO. Task: Predict which catalyst facilitates the given reaction. (1) Reactant: [OH:1][N:2]=[C:3]([Cl:12])[C@:4]1([CH3:11])[CH2:8][O:7][C:6]([CH3:10])([CH3:9])[O:5]1.[CH3:13][S:14](Cl)(=[O:16])=[O:15].C(N(CC)CC)C. Product: [CH3:10][C:6]1([CH3:9])[O:5][C@:4]([CH3:11])([C:3]([Cl:12])=[N:2][O:1][S:14]([CH3:13])(=[O:16])=[O:15])[CH2:8][O:7]1. The catalyst class is: 28. (2) Reactant: [F:1][C:2]1[CH:7]=[CH:6][C:5]([C:8]2[C:13](=[O:14])[CH:12]=[CH:11]O[C:9]=2[CH3:15])=[CH:4][CH:3]=1.[OH-].[NH4+:17]. Product: [F:1][C:2]1[CH:7]=[CH:6][C:5]([C:8]2[C:13](=[O:14])[CH:12]=[CH:11][NH:17][C:9]=2[CH3:15])=[CH:4][CH:3]=1. The catalyst class is: 8. (3) Reactant: [CH:1]12[N:7]([C:8]([O:10][CH2:11][C:12]3[CH:17]=[CH:16][CH:15]=[CH:14][CH:13]=3)=[O:9])[CH:6]1[CH2:5][CH2:4][CH2:3][CH2:2]2.[CH3:18][C@:19]1([NH2:34])[CH2:24][CH2:23][CH2:22][N:21]([C:25]2[CH:30]=[CH:29][C:28]([N+:31]([O-:33])=[O:32])=[CH:27][CH:26]=2)[CH2:20]1.FC(F)(F)S([N-]S(C(F)(F)F)(=O)=O)(=O)=O.[Li+].C([O-])(O)=O.[Na+]. Product: [CH3:18][C@:19]1([NH:34][C@@H:1]2[CH2:2][CH2:3][CH2:4][CH2:5][C@H:6]2[NH:7][C:8](=[O:9])[O:10][CH2:11][C:12]2[CH:13]=[CH:14][CH:15]=[CH:16][CH:17]=2)[CH2:24][CH2:23][CH2:22][N:21]([C:25]2[CH:30]=[CH:29][C:28]([N+:31]([O-:33])=[O:32])=[CH:27][CH:26]=2)[CH2:20]1. The catalyst class is: 2. (4) Reactant: Br[CH:2]1[C:7](=[O:8])[CH2:6][CH2:5][N:4]([C:9]([O:11][C:12]([CH3:15])([CH3:14])[CH3:13])=[O:10])[CH2:3]1.[SH:16][CH2:17][C:18]1[CH:27]=[CH:26][C:25]2[C:20](=[CH:21][CH:22]=[CH:23][CH:24]=2)[CH:19]=1.C(=O)([O-])[O-].[K+].[K+]. Product: [CH:19]1[C:20]2[C:25](=[CH:24][CH:23]=[CH:22][CH:21]=2)[CH:26]=[CH:27][C:18]=1[CH2:17][S:16][CH:2]1[C:7](=[O:8])[CH2:6][CH2:5][N:4]([C:9]([O:11][C:12]([CH3:15])([CH3:14])[CH3:13])=[O:10])[CH2:3]1. The catalyst class is: 10. (5) Reactant: [F:1][C:2]([F:17])([F:16])[C:3]1[CH:4]=[C:5]([CH:13]=[CH:14][CH:15]=1)[CH2:6][N:7]1[CH2:12][CH2:11][NH:10][CH2:9][CH2:8]1.[F:18][C:19]1[CH:24]=[CH:23][C:22]([C:25]2([C:35]3[CH:40]=[CH:39][C:38]([F:41])=[CH:37][CH:36]=3)[CH2:29][CH2:28][N:27]([CH2:30][C:31](O)=[O:32])[C:26]2=[O:34])=[CH:21][CH:20]=1.Cl.C(N=C=NCCCN(C)C)C. Product: [F:18][C:19]1[CH:24]=[CH:23][C:22]([C:25]2([C:35]3[CH:36]=[CH:37][C:38]([F:41])=[CH:39][CH:40]=3)[CH2:29][CH2:28][N:27]([CH2:30][C:31](=[O:32])[N:10]3[CH2:11][CH2:12][N:7]([CH2:6][C:5]4[CH:13]=[CH:14][CH:15]=[C:3]([C:2]([F:1])([F:16])[F:17])[CH:4]=4)[CH2:8][CH2:9]3)[C:26]2=[O:34])=[CH:21][CH:20]=1. The catalyst class is: 112. (6) Reactant: [Cl:1][C:2]1[CH:3]=[C:4]2[C:9](=[C:10]([F:12])[CH:11]=1)[N:8]=[C:7](OS(C(F)(F)F)(=O)=O)[C:6]([C:21]#[N:22])=[C:5]2[C:23]1[CH:28]=[CH:27][CH:26]=[CH:25][CH:24]=1.[NH:29]1[CH2:34][CH2:33][CH2:32][CH2:31][CH2:30]1.C(=O)([O-])[O-].[K+].[K+]. Product: [Cl:1][C:2]1[CH:3]=[C:4]2[C:9](=[C:10]([F:12])[CH:11]=1)[N:8]=[C:7]([N:29]1[CH2:34][CH2:33][CH2:32][CH2:31][CH2:30]1)[C:6]([C:21]#[N:22])=[C:5]2[C:23]1[CH:28]=[CH:27][CH:26]=[CH:25][CH:24]=1. The catalyst class is: 20. (7) Reactant: [CH3:1][Mg]Br.[F:4][C:5]([F:44])([F:43])[C:6]1[CH:7]=[C:8]([CH:36]=[C:37]([C:39]([F:42])([F:41])[F:40])[CH:38]=1)[CH2:9][N:10]([CH2:15][C:16]1[CH:21]=[C:20]([C:22]([F:25])([F:24])[F:23])[CH:19]=[CH:18][C:17]=1[C:26]1[CH:31]=[C:30]([CH:32]=[O:33])[CH:29]=[CH:28][C:27]=1[O:34][CH3:35])[C:11](=[O:14])[O:12][CH3:13].[Cl-].[NH4+]. Product: [F:4][C:5]([F:43])([F:44])[C:6]1[CH:7]=[C:8]([CH:36]=[C:37]([C:39]([F:40])([F:42])[F:41])[CH:38]=1)[CH2:9][N:10]([CH2:15][C:16]1[CH:21]=[C:20]([C:22]([F:25])([F:24])[F:23])[CH:19]=[CH:18][C:17]=1[C:26]1[CH:31]=[C:30]([CH:32]([OH:33])[CH3:1])[CH:29]=[CH:28][C:27]=1[O:34][CH3:35])[C:11](=[O:14])[O:12][CH3:13]. The catalyst class is: 7.